From a dataset of Full USPTO retrosynthesis dataset with 1.9M reactions from patents (1976-2016). Predict the reactants needed to synthesize the given product. (1) Given the product [CH2:1]([C@@:5]1([CH2:36][CH3:37])[N:11]([OH:12])[C@H:10]([C:13]2[CH:14]=[CH:15][CH:16]=[CH:17][CH:18]=2)[C:9]2[CH:19]=[C:20]([O:32][CH3:33])[C:21]([CH2:23][P:24](=[O:25])([OH:28])[OH:31])=[CH:22][C:8]=2[S:7](=[O:35])(=[O:34])[CH2:6]1)[CH2:2][CH2:3][CH3:4], predict the reactants needed to synthesize it. The reactants are: [CH2:1]([C@@:5]1([CH2:36][CH3:37])[N:11]([OH:12])[C@H:10]([C:13]2[CH:18]=[CH:17][CH:16]=[CH:15][CH:14]=2)[C:9]2[CH:19]=[C:20]([O:32][CH3:33])[C:21]([CH2:23][P:24](=[O:31])([O:28]CC)[O:25]CC)=[CH:22][C:8]=2[S:7](=[O:35])(=[O:34])[CH2:6]1)[CH2:2][CH2:3][CH3:4].Br[Si](C)(C)C. (2) Given the product [O:1]1[CH2:2][CH2:3][N:4]([CH2:7][C:8]2[CH:9]=[CH:10][C:11]([C:14]3[CH:15]=[CH:16][C:17]([CH2:20][CH2:21][C:22]([C:24]4[O:25][C:26]([C:29]5[N:34]=[C:33]([C:35]([OH:37])=[O:36])[CH:32]=[CH:31][CH:30]=5)=[CH:27][N:28]=4)=[O:23])=[CH:18][CH:19]=3)=[CH:12][CH:13]=2)[CH2:5][CH2:6]1, predict the reactants needed to synthesize it. The reactants are: [O:1]1[CH2:6][CH2:5][N:4]([CH2:7][C:8]2[CH:13]=[CH:12][C:11]([C:14]3[CH:19]=[CH:18][C:17]([CH2:20][CH2:21][C:22]([C:24]4[O:25][C:26]([C:29]5[N:34]=[C:33]([C:35]([O:37]C)=[O:36])[CH:32]=[CH:31][CH:30]=5)=[CH:27][N:28]=4)=[O:23])=[CH:16][CH:15]=3)=[CH:10][CH:9]=2)[CH2:3][CH2:2]1.[Li+].[OH-].Cl. (3) Given the product [CH2:14]=[C:15]([CH:16]=[CH2:17])[CH2:2][CH2:3][CH2:4][S:5]([C:8]1[CH:13]=[CH:12][CH:11]=[CH:10][CH:9]=1)(=[O:7])=[O:6], predict the reactants needed to synthesize it. The reactants are: I[CH2:2][CH2:3][CH2:4][S:5]([C:8]1[CH:13]=[CH:12][CH:11]=[CH:10][CH:9]=1)(=[O:7])=[O:6].[CH2:14]=[CH:15][C:16](Cl)=[CH2:17].